Dataset: Reaction yield outcomes from USPTO patents with 853,638 reactions. Task: Predict the reaction yield, written as a fraction of the theoretical maximum amount of product (1.0 means a 100% yield; for example, 0.34 means a 34% yield). The reactants are [CH3:1][C:2]1[CH:7]=[CH:6][C:5]([C:8]2[CH:13]=[CH:12][C:11]([C:14]([O:16][C:17]([CH3:20])([CH3:19])[CH3:18])=[O:15])=[CH:10][CH:9]=2)=[CH:4][CH:3]=1.C1C(=O)N([Br:28])C(=O)C1.C(OOC(=O)C1C=CC=CC=1)(=O)C1C=CC=CC=1. The catalyst is C(Cl)(Cl)(Cl)Cl. The product is [Br:28][CH2:1][C:2]1[CH:7]=[CH:6][C:5]([C:8]2[CH:13]=[CH:12][C:11]([C:14]([O:16][C:17]([CH3:20])([CH3:19])[CH3:18])=[O:15])=[CH:10][CH:9]=2)=[CH:4][CH:3]=1. The yield is 0.780.